From a dataset of Forward reaction prediction with 1.9M reactions from USPTO patents (1976-2016). Predict the product of the given reaction. (1) Given the reactants [I:1][C:2]1[CH:3]=[CH:4][C:5]2[NH:6][C:7]3[C:12]([C:13]=2[CH:14]=1)=[CH:11][C:10]([I:15])=[CH:9][CH:8]=3.Br[CH2:17][CH2:18][CH2:19][CH2:20][CH2:21][CH2:22][CH2:23][CH2:24][CH2:25][CH2:26][CH2:27][OH:28].C([O-])([O-])=O.[K+].[K+].O, predict the reaction product. The product is: [I:15][C:10]1[CH:9]=[CH:8][C:7]2[N:6]([CH2:17][CH2:18][CH2:19][CH2:20][CH2:21][CH2:22][CH2:23][CH2:24][CH2:25][CH2:26][CH2:27][OH:28])[C:5]3[C:13]([C:12]=2[CH:11]=1)=[CH:14][C:2]([I:1])=[CH:3][CH:4]=3. (2) The product is: [CH3:12][C:13]1[CH:14]=[C:15]2[C:4](=[CH:17][CH:18]=1)[CH:5]=[N:8][C:19]([NH2:20])=[CH:16]2. Given the reactants C(O[CH:4](OCC)[C:5](=[NH:8])OC)C.[CH3:12][C:13]1[CH:14]=[CH:15][C:16]([CH2:19][NH2:20])=[CH:17][CH:18]=1, predict the reaction product. (3) Given the reactants [H-].[Na+].[CH:3]1([C:6]([C:8]2[CH:9]([C:26]3[CH:33]=[CH:32][C:29]([C:30]#[N:31])=[CH:28][CH:27]=3)[NH:10][C:11](=[O:25])[N:12]([C:15]3[CH:20]=[CH:19][CH:18]=[C:17]([C:21]([F:24])([F:23])[F:22])[CH:16]=3)[C:13]=2[CH3:14])=[O:7])[CH2:5][CH2:4]1.Br[CH2:35][C:36]1[CH:37]=[C:38]([CH:46]=[CH:47][CH:48]=1)[C:39]([O:41][C:42]([CH3:45])([CH3:44])[CH3:43])=[O:40], predict the reaction product. The product is: [C:30]([C:29]1[CH:28]=[CH:27][C:26]([CH:9]2[N:10]([CH2:35][C:36]3[CH:37]=[C:38]([CH:46]=[CH:47][CH:48]=3)[C:39]([O:41][C:42]([CH3:45])([CH3:43])[CH3:44])=[O:40])[C:11](=[O:25])[N:12]([C:15]3[CH:20]=[CH:19][CH:18]=[C:17]([C:21]([F:24])([F:22])[F:23])[CH:16]=3)[C:13]([CH3:14])=[C:8]2[C:6]([CH:3]2[CH2:5][CH2:4]2)=[O:7])=[CH:33][CH:32]=1)#[N:31]. (4) Given the reactants [NH2:1][C@@H:2]([CH:38]([C:46]1[CH:51]=[CH:50][CH:49]=[C:48]([F:52])[CH:47]=1)[C:39]1[CH:44]=[CH:43][CH:42]=[C:41]([F:45])[CH:40]=1)[C:3]([NH:5][C:6]1[CH:36]=[CH:35][CH:34]=[C:33]([F:37])[C:7]=1[CH2:8][CH2:9][C@@H:10]1[N:15]([S:16]([C:19]2[CH:24]=[CH:23][CH:22]=[CH:21][CH:20]=2)(=[O:18])=[O:17])[C@@H:14]([CH3:25])[CH2:13][N:12](C(OC(C)(C)C)=O)[CH2:11]1)=[O:4].FC(F)(F)C(O)=O, predict the reaction product. The product is: [NH2:1][C@@H:2]([CH:38]([C:39]1[CH:44]=[CH:43][CH:42]=[C:41]([F:45])[CH:40]=1)[C:46]1[CH:51]=[CH:50][CH:49]=[C:48]([F:52])[CH:47]=1)[C:3]([NH:5][C:6]1[CH:36]=[CH:35][CH:34]=[C:33]([F:37])[C:7]=1[CH2:8][CH2:9][C@H:10]1[CH2:11][NH:12][CH2:13][C@H:14]([CH3:25])[N:15]1[S:16]([C:19]1[CH:24]=[CH:23][CH:22]=[CH:21][CH:20]=1)(=[O:17])=[O:18])=[O:4]. (5) Given the reactants [C:1](=[NH:14])([C:8]1C=CC=CC=1)[C:2]1[CH:7]=CC=CC=1.C(=O)([O-])[O-:16].[Cs+].[Cs+].C1(P(C2C=CC=CC=2)C2[C:41]3[O:40][C:39]4C(=CC=CC=4P(C4C=CC=CC=4)C4C=CC=CC=4)C(C)(C)[C:32]=3C=CC=2)C=CC=CC=1.Cl.[O:64]1[CH2:68][CH2:67][CH2:66][CH2:65]1, predict the reaction product. The product is: [NH2:14][C:1]1[CH:2]=[CH:7][C:67]2[C@H:66]([CH2:32][C:41]([O:40][CH3:39])=[O:16])[CH2:65][O:64][C:68]=2[CH:8]=1. (6) Given the reactants [H-].C([Al+]CC(C)C)C(C)C.[C:11]([C:15]1[CH:16]=[CH:17][C:18]2[CH2:25][CH:24]3[C:26]4([CH2:30][N:29]([CH2:31][C:32]([F:35])([F:34])[F:33])[S:28](=[O:37])(=[O:36])[NH:27]4)[CH:21]([CH2:22][CH2:23]3)[CH2:20][C:19]=2[CH:38]=1)(OC)=[O:12], predict the reaction product. The product is: [OH:12][CH2:11][C:15]1[CH:16]=[CH:17][C:18]2[CH2:25][CH:24]3[C:26]4([CH2:30][N:29]([CH2:31][C:32]([F:35])([F:33])[F:34])[S:28](=[O:37])(=[O:36])[NH:27]4)[CH:21]([CH2:22][CH2:23]3)[CH2:20][C:19]=2[CH:38]=1. (7) Given the reactants Cl[C:2]1[N:7]=[C:6]([S:8]([NH2:11])(=[O:10])=[O:9])[CH:5]=[C:4]([CH3:12])[CH:3]=1.[CH3:13][OH:14], predict the reaction product. The product is: [CH3:13][O:14][C:2]1[N:7]=[C:6]([S:8]([NH2:11])(=[O:10])=[O:9])[CH:5]=[C:4]([CH3:12])[CH:3]=1.